This data is from Catalyst prediction with 721,799 reactions and 888 catalyst types from USPTO. The task is: Predict which catalyst facilitates the given reaction. (1) Reactant: [C:1]([C@@H:3]1[CH2:7][C@@H:6]([OH:8])[CH2:5][N:4]1[C:9](=[O:33])[C@@H:10]([NH:15][C:16]([O:18][CH2:19][C:20]1[C:32]2[CH2:31][C:30]3[C:25](=[CH:26][CH:27]=[CH:28][CH:29]=3)[C:24]=2[CH:23]=[CH:22][CH:21]=1)=[O:17])[C@@H:11]([CH3:14])[CH2:12][CH3:13])#[N:2].C1(P(C2C=CC=CC=2)C2C=CC=CC=2)C=CC=CC=1.[C:53](O)(=[O:55])[CH3:54].N(C(OCC)=O)=NC(OCC)=O. Product: [C:53]([O:8][C@@H:6]1[CH2:5][N:4]([C:9](=[O:33])[C@@H:10]([NH:15][C:16]([O:18][CH2:19][C:20]2[C:32]3[CH2:31][C:30]4[C:25](=[CH:26][CH:27]=[CH:28][CH:29]=4)[C:24]=3[CH:23]=[CH:22][CH:21]=2)=[O:17])[C@@H:11]([CH3:14])[CH2:12][CH3:13])[C@H:3]([C:1]#[N:2])[CH2:7]1)(=[O:55])[CH3:54]. The catalyst class is: 7. (2) Reactant: C[Si]([N-][Si](C)(C)C)(C)C.[Na+].C1COCC1.[OH:16][C@H:17]([C@H:19]1[CH2:23][NH:22][C:21](=[O:24])[CH2:20]1)[CH3:18].Cl[C:26]1[C:27]2[N:28]([N:42]=[CH:43][CH:44]=2)[CH:29]=[C:30]([C:32]2[CH:37]=[CH:36][C:35]([O:38][CH3:39])=[C:34]([O:40][CH3:41])[CH:33]=2)[N:31]=1. Product: [CH3:41][O:40][C:34]1[CH:33]=[C:32]([C:30]2[N:31]=[C:26]([O:16][C@@H:17]([C@H:19]3[CH2:23][NH:22][C:21](=[O:24])[CH2:20]3)[CH3:18])[C:27]3[N:28]([N:42]=[CH:43][CH:44]=3)[CH:29]=2)[CH:37]=[CH:36][C:35]=1[O:38][CH3:39]. The catalyst class is: 3. (3) Reactant: [F:1][C:2]1[C:7]([F:8])=[CH:6][CH:5]=[CH:4][C:3]=1[C:9]1[N:45]=[C:12]2[CH:13]=[N:14][N:15]([CH:17]([C:26]3[O:30][N:29]=[C:28]([C:31]4[CH:36]=[CH:35][C:34]([O:37][CH2:38][CH2:39][CH3:40])=[CH:33][C:32]=4[C:41]([F:44])([F:43])[F:42])[CH:27]=3)[C:18]([O:20][CH2:21][CH2:22][C:23]([OH:25])=O)=[O:19])[CH:16]=[C:11]2[N:10]=1.Cl.C([O:51][C:52](=[O:56])[C@H:53]([CH3:55])[NH2:54])(C)(C)C.CN(C(ON1N=NC2C=CC=NC1=2)=[N+](C)C)C.F[P-](F)(F)(F)(F)F.CCN(C(C)C)C(C)C. Product: [F:1][C:2]1[C:7]([F:8])=[CH:6][CH:5]=[CH:4][C:3]=1[C:9]1[N:45]=[C:12]2[CH:13]=[N:14][N:15]([CH:17]([C:26]3[O:30][N:29]=[C:28]([C:31]4[CH:36]=[CH:35][C:34]([O:37][CH2:38][CH2:39][CH3:40])=[CH:33][C:32]=4[C:41]([F:43])([F:42])[F:44])[CH:27]=3)[C:18]([O:20][CH2:21][CH2:22][C:23]([NH:54][C@H:53]([C:52]([OH:56])=[O:51])[CH3:55])=[O:25])=[O:19])[CH:16]=[C:11]2[N:10]=1. The catalyst class is: 23. (4) Reactant: [O:1]1[C:5]2[CH:6]=[CH:7][C:8]([C:10]3[S:11][CH:12]=[C:13]([C:15]([OH:17])=O)[N:14]=3)=[CH:9][C:4]=2[CH2:3][CH2:2]1.[CH3:18][C:19]1[S:23][C:22]([NH2:24])=[N:21][CH:20]=1.CN(C(ON1N=NC2C=CC=CC1=2)=[N+](C)C)C.F[P-](F)(F)(F)(F)F. Product: [O:1]1[C:5]2[CH:6]=[CH:7][C:8]([C:10]3[S:11][CH:12]=[C:13]([C:15]([NH:24][C:22]4[S:23][C:19]([CH3:18])=[CH:20][N:21]=4)=[O:17])[N:14]=3)=[CH:9][C:4]=2[CH2:3][CH2:2]1. The catalyst class is: 17. (5) Reactant: [Cl:1][C:2]1[CH:7]=[C:6]([N+:8]([O-:10])=[O:9])[CH:5]=[CH:4][C:3]=1[C:11](=O)[CH2:12][C:13]([C:15]1[C:16]([OH:36])=[C:17]([CH:25]2[CH2:29][CH2:28][N:27]([CH3:30])[CH:26]2[CH2:31][O:32]C(=O)C)[C:18]([O:23][CH3:24])=[CH:19][C:20]=1[O:21][CH3:22])=[O:14].C([O-])(O)=O.[Na+]. Product: [Cl:1][C:2]1[CH:7]=[C:6]([N+:8]([O-:10])=[O:9])[CH:5]=[CH:4][C:3]=1[C:11]1[O:36][C:16]2[C:15]([C:13](=[O:14])[CH:12]=1)=[C:20]([O:21][CH3:22])[CH:19]=[C:18]([O:23][CH3:24])[C:17]=2[C@@H:25]1[CH2:29][CH2:28][N:27]([CH3:30])[C@H:26]1[CH2:31][OH:32]. The catalyst class is: 33. (6) Reactant: [CH3:1][O:2][C:3]([C@H:5]1[CH2:10][CH2:9][C@H:8]([C:11]([OH:13])=O)[CH2:7][CH2:6]1)=[O:4].[NH:14]1[CH2:19][CH2:18][O:17][CH2:16][CH2:15]1.Cl.C(N=C=NCCCN(C)C)C.C(N(CC)CC)C. Product: [N:14]1([C:11]([C@H:8]2[CH2:7][CH2:6][C@H:5]([C:3]([O:2][CH3:1])=[O:4])[CH2:10][CH2:9]2)=[O:13])[CH2:19][CH2:18][O:17][CH2:16][CH2:15]1. The catalyst class is: 22.